From a dataset of Full USPTO retrosynthesis dataset with 1.9M reactions from patents (1976-2016). Predict the reactants needed to synthesize the given product. (1) Given the product [CH2:10]([N:13]1[C:20]2[CH2:21][CH2:22][C:17]3([O:24][CH2:14][CH2:15][O:16]3)[CH2:18][C:19]=2[CH2:9][CH:3]([C:4]([O:6][CH2:7][CH3:8])=[O:5])[CH2:2]1)[CH2:11][CH3:12], predict the reactants needed to synthesize it. The reactants are: Br[CH2:2][C:3](=[CH2:9])[C:4]([O:6][CH2:7][CH3:8])=[O:5].[CH2:10]([NH2:13])[CH2:11][CH3:12].[CH2:14]1[O:24][C:17]2([CH2:22][CH2:21][C:20](=O)[CH2:19][CH2:18]2)[O:16][CH2:15]1. (2) Given the product [OH:24][NH:25][C:3]([C:5]1[CH:14]=[CH:13][C:12]2[CH2:11][CH2:10][CH:9]([NH:15][S:20]([CH2:16][CH2:17][CH2:18][CH3:19])(=[O:22])=[O:21])[CH2:8][C:7]=2[CH:6]=1)=[O:4], predict the reactants needed to synthesize it. The reactants are: CO[C:3]([C:5]1[CH:14]=[CH:13][C:12]2[CH2:11][CH2:10][CH:9]([NH2:15])[CH2:8][C:7]=2[CH:6]=1)=[O:4].[CH2:16]([S:20](Cl)(=[O:22])=[O:21])[CH2:17][CH2:18][CH3:19].[OH:24][NH2:25].[OH-].[K+]. (3) Given the product [CH3:5][OH:13].[NH4+:3].[OH-:32].[N:14]1([C:19]2[N:24]=[CH:23][N:22]=[C:21]([NH:25][C:26]3[O:13][C@:5]4([CH2:4][N:3]=3)[CH:10]3[CH2:9][CH2:8][N:7]([CH2:12][CH2:11]3)[CH2:6]4)[CH:20]=2)[CH:18]=[N:17][CH:16]=[N:15]1, predict the reactants needed to synthesize it. The reactants are: Cl.Cl.[NH2:3][CH2:4][C@@:5]1([OH:13])[CH:10]2[CH2:11][CH2:12][N:7]([CH2:8][CH2:9]2)[CH2:6]1.[N:14]1([C:19]2[N:24]=[CH:23][N:22]=[C:21]([N:25]=[C:26](SC)SC)[CH:20]=2)[CH:18]=[N:17][CH:16]=[N:15]1.C(=O)([O-])[O-:32].[Cs+].[Cs+]. (4) Given the product [CH3:1][CH:2]([C:9]([OH:11])=[O:10])[CH2:3][C@@H:4]([C:6]([OH:8])=[O:7])[NH2:5].[CH2:12]([CH:18]([C:25]([OH:27])=[O:26])[CH2:19][C@@H:20]([C:22]([OH:24])=[O:23])[NH2:21])[CH2:13][CH2:14][CH2:15][CH2:16][CH3:17], predict the reactants needed to synthesize it. The reactants are: [CH3:1][CH:2]([C:9]([OH:11])=[O:10])[CH2:3][C@@H:4]([C:6]([OH:8])=[O:7])[NH2:5].[CH2:12]([CH:18]([C:25]([OH:27])=[O:26])[CH2:19][C@@H:20]([C:22]([OH:24])=[O:23])[NH2:21])[CH2:13][CH2:14][CH2:15][CH2:16][CH3:17]. (5) Given the product [CH:23]1([CH:26]([C:33]2[C:38]([F:39])=[CH:37][N:36]=[C:35]([O:11][CH2:10][C:8]3[CH:7]=[CH:6][C:5]([C:12]4[CH:17]=[C:16]([O:18][CH3:19])[CH:15]=[CH:14][C:13]=4[F:20])=[C:4]([CH2:3][C:2]([CH3:22])([CH3:21])[CH3:1])[N:9]=3)[CH:34]=2)[CH2:27][C:28]([O:30][CH2:31][CH3:32])=[O:29])[CH2:25][CH2:24]1, predict the reactants needed to synthesize it. The reactants are: [CH3:1][C:2]([CH3:22])([CH3:21])[CH2:3][C:4]1[N:9]=[C:8]([CH2:10][OH:11])[CH:7]=[CH:6][C:5]=1[C:12]1[CH:17]=[C:16]([O:18][CH3:19])[CH:15]=[CH:14][C:13]=1[F:20].[CH:23]1([CH:26]([C:33]2[C:38]([F:39])=[CH:37][N:36]=[C:35](O)[CH:34]=2)[CH2:27][C:28]([O:30][CH2:31][CH3:32])=[O:29])[CH2:25][CH2:24]1. (6) Given the product [CH2:16]1[N:11]2[C:2]3[CH:7]=[CH:6][CH:5]=[CH:4][C:3]=3[N:8]=[C:12]2[CH2:13][CH2:14][CH2:15]1, predict the reactants needed to synthesize it. The reactants are: I[C:2]1[CH:7]=[CH:6][CH:5]=[CH:4][C:3]=1[N+:8]([O-])=O.[NH:11]1[CH2:16][CH2:15][CH2:14][CH2:13][C:12]1=O.